Task: Predict the reaction yield, written as a fraction of the theoretical maximum amount of product (1.0 means a 100% yield; for example, 0.34 means a 34% yield).. Dataset: Reaction yield outcomes from USPTO patents with 853,638 reactions The reactants are [F:1][C:2]([F:13])([F:12])[C:3]1[CH:8]=[CH:7][C:6](B(O)O)=[CH:5][CH:4]=1.Br[C:15]1[CH:16]=[C:17]([CH:20]=[CH:21][N:22]=1)[C:18]#[N:19].C(=O)([O-])[O-].[K+].[K+].O. The catalyst is CN(C=O)C.C1C=CC([P]([Pd]([P](C2C=CC=CC=2)(C2C=CC=CC=2)C2C=CC=CC=2)([P](C2C=CC=CC=2)(C2C=CC=CC=2)C2C=CC=CC=2)[P](C2C=CC=CC=2)(C2C=CC=CC=2)C2C=CC=CC=2)(C2C=CC=CC=2)C2C=CC=CC=2)=CC=1. The product is [F:1][C:2]([F:13])([F:12])[C:3]1[CH:8]=[CH:7][C:6]([C:15]2[CH:16]=[C:17]([CH:20]=[CH:21][N:22]=2)[C:18]#[N:19])=[CH:5][CH:4]=1. The yield is 0.560.